Predict the product of the given reaction. From a dataset of Forward reaction prediction with 1.9M reactions from USPTO patents (1976-2016). (1) Given the reactants [H-].[Al+3].[Li+].[H-].[H-].[H-].C[O:8][C:9](=O)[CH2:10][CH2:11][CH2:12][C:13]1[S:14][CH:15]=[CH:16][CH:17]=1.Cl.C(OCC)C, predict the reaction product. The product is: [OH:8][CH2:9][CH2:10][CH2:11][CH2:12][C:13]1[S:14][CH:15]=[CH:16][CH:17]=1. (2) Given the reactants Br[CH:2]([CH3:4])[CH3:3].[OH-].[K+].[N:7]1([CH2:12][C:13]2([C:44]3[CH:49]=[CH:48][C:47]([F:50])=[CH:46][C:45]=3[F:51])[O:17][CH2:16][CH:15]([CH2:18][S:19][C:20]3[CH:25]=[CH:24][C:23]([N:26]4[CH2:31][CH2:30][N:29]([C:32]5[CH:37]=[CH:36][C:35]([N:38]6[C:42](=[O:43])[NH:41][N:40]=[CH:39]6)=[CH:34][CH:33]=5)[CH2:28][CH2:27]4)=[CH:22][CH:21]=3)[CH2:14]2)[CH:11]=[N:10][CH:9]=[N:8]1, predict the reaction product. The product is: [N:7]1([CH2:12][C:13]2([C:44]3[CH:49]=[CH:48][C:47]([F:50])=[CH:46][C:45]=3[F:51])[O:17][CH2:16][CH:15]([CH2:18][S:19][C:20]3[CH:25]=[CH:24][C:23]([N:26]4[CH2:27][CH2:28][N:29]([C:32]5[CH:33]=[CH:34][C:35]([N:38]6[C:42](=[O:43])[N:41]([CH:2]([CH3:4])[CH3:3])[N:40]=[CH:39]6)=[CH:36][CH:37]=5)[CH2:30][CH2:31]4)=[CH:22][CH:21]=3)[CH2:14]2)[CH:11]=[N:10][CH:9]=[N:8]1. (3) Given the reactants C(OC([N:8]1[CH2:12][CH2:11][CH:10]([C:13](=[O:21])[C:14]2[CH:19]=[CH:18][C:17]([Br:20])=[CH:16][CH:15]=2)[CH2:9]1)=O)(C)(C)C, predict the reaction product. The product is: [Br:20][C:17]1[CH:18]=[CH:19][C:14]([C:13]([CH:10]2[CH2:11][CH2:12][NH:8][CH2:9]2)=[O:21])=[CH:15][CH:16]=1. (4) Given the reactants C([O:8][C:9]1[C:14]([C:15]([CH3:18])([CH3:17])[CH3:16])=[CH:13][CH:12]=[CH:11][C:10]=1[C:19]([C:33]1[CH:38]=[CH:37][CH:36]=[CH:35][CH:34]=1)([C:21]1[CH:26]=[CH:25][CH:24]=[C:23]([C:27]2[CH:32]=[CH:31][CH:30]=[CH:29][N:28]=2)[CH:22]=1)O)C1C=CC=CC=1, predict the reaction product. The product is: [C:15]([C:14]1[CH:13]=[CH:12][CH:11]=[C:10]([CH:19]([C:33]2[CH:38]=[CH:37][CH:36]=[CH:35][CH:34]=2)[C:21]2[CH:26]=[CH:25][CH:24]=[C:23]([C:27]3[CH:32]=[CH:31][CH:30]=[CH:29][N:28]=3)[CH:22]=2)[C:9]=1[OH:8])([CH3:18])([CH3:16])[CH3:17].